Dataset: NCI-60 drug combinations with 297,098 pairs across 59 cell lines. Task: Regression. Given two drug SMILES strings and cell line genomic features, predict the synergy score measuring deviation from expected non-interaction effect. (1) Drug 1: CN1C(=O)N2C=NC(=C2N=N1)C(=O)N. Drug 2: C1=CC=C(C=C1)NC(=O)CCCCCCC(=O)NO. Cell line: SF-539. Synergy scores: CSS=13.2, Synergy_ZIP=-1.56, Synergy_Bliss=0.671, Synergy_Loewe=-23.7, Synergy_HSA=-2.32. (2) Drug 1: CC1=C(C=C(C=C1)NC(=O)C2=CC=C(C=C2)CN3CCN(CC3)C)NC4=NC=CC(=N4)C5=CN=CC=C5. Drug 2: C(CC(=O)O)C(=O)CN.Cl. Cell line: SK-MEL-28. Synergy scores: CSS=13.2, Synergy_ZIP=-8.04, Synergy_Bliss=-4.41, Synergy_Loewe=-7.52, Synergy_HSA=-3.69. (3) Drug 1: CCC1=CC2CC(C3=C(CN(C2)C1)C4=CC=CC=C4N3)(C5=C(C=C6C(=C5)C78CCN9C7C(C=CC9)(C(C(C8N6C)(C(=O)OC)O)OC(=O)C)CC)OC)C(=O)OC.C(C(C(=O)O)O)(C(=O)O)O. Drug 2: CN(C)C1=NC(=NC(=N1)N(C)C)N(C)C. Cell line: SK-MEL-28. Synergy scores: CSS=24.5, Synergy_ZIP=0.263, Synergy_Bliss=2.26, Synergy_Loewe=-45.1, Synergy_HSA=-1.25.